This data is from Forward reaction prediction with 1.9M reactions from USPTO patents (1976-2016). The task is: Predict the product of the given reaction. (1) Given the reactants [CH:1]1([CH2:4][O:5][C:6]2[CH:11]=[CH:10][C:9]([C:12]3[O:13][C:14]4[C:20]([F:21])=[C:19]([OH:22])[CH:18]=[CH:17][C:15]=4[N:16]=3)=[C:8]([F:23])[C:7]=2[F:24])[CH2:3][CH2:2]1.O[CH2:26][C@@H:27]([NH:29][C:30](=[O:36])[O:31][C:32]([CH3:35])([CH3:34])[CH3:33])[CH3:28].C1(P(C2C=CC=CC=2)C2C=CC=CC=2)C=CC=CC=1.C1(C)C=CC=CC=1.N(C(OC(C)C)=O)=NC(OC(C)C)=O, predict the reaction product. The product is: [CH:1]1([CH2:4][O:5][C:6]2[CH:11]=[CH:10][C:9]([C:12]3[O:13][C:14]4[C:20]([F:21])=[C:19]([O:22][CH2:28][C@@H:27]([NH:29][C:30](=[O:36])[O:31][C:32]([CH3:33])([CH3:35])[CH3:34])[CH3:26])[CH:18]=[CH:17][C:15]=4[N:16]=3)=[C:8]([F:23])[C:7]=2[F:24])[CH2:2][CH2:3]1. (2) Given the reactants [O:1]1CCO[CH:2]1[CH2:6][N:7]1[C:16]2[C:11](=[CH:12][CH:13]=[C:14]([N:17]([CH3:19])[CH3:18])[CH:15]=2)[C:10]([CH3:20])=[CH:9][C:8]1=[O:21].FC(F)(F)C(O)=O, predict the reaction product. The product is: [CH3:18][N:17]([CH3:19])[C:14]1[CH:15]=[C:16]2[C:11]([C:10]([CH3:20])=[CH:9][C:8](=[O:21])[N:7]2[CH2:6][CH:2]=[O:1])=[CH:12][CH:13]=1. (3) Given the reactants [F-].[K+].[F:3][CH:4]([F:21])[O:5][C:6]1[CH:11]=[CH:10][C:9](B2OC(C)(C)C(C)(C)O2)=[CH:8][CH:7]=1.[NH2:22][C:23]1[N:28]=[C:27](Cl)[N:26]=[C:25]([C:30]([O:32][CH3:33])=[O:31])[C:24]=1[O:34][CH3:35].P(C1C=C(S([O-])(=O)=O)C=CC=1)(C1C=C(S([O-])(=O)=O)C=CC=1)C1C=C(S([O-])(=O)=O)C=CC=1, predict the reaction product. The product is: [NH2:22][C:23]1[N:28]=[C:27]([C:9]2[CH:8]=[CH:7][C:6]([O:5][CH:4]([F:3])[F:21])=[CH:11][CH:10]=2)[N:26]=[C:25]([C:30]([O:32][CH3:33])=[O:31])[C:24]=1[O:34][CH3:35]. (4) Given the reactants Cl.[C:2]([C:5]1[CH:10]=[CH:9][C:8]([C:11]2[CH2:15][C:14]3([CH2:20][CH2:19][NH:18][CH2:17][CH2:16]3)[O:13][N:12]=2)=[CH:7][CH:6]=1)([OH:4])=[O:3].[Cl:21][C:22]1[CH:29]=[CH:28][C:25]([CH:26]=O)=[CH:24][C:23]=1[O:30][C:31]([F:34])([F:33])[F:32], predict the reaction product. The product is: [Cl:21][C:22]1[CH:29]=[CH:28][C:25]([CH2:26][N:18]2[CH2:19][CH2:20][C:14]3([O:13][N:12]=[C:11]([C:8]4[CH:9]=[CH:10][C:5]([C:2]([OH:4])=[O:3])=[CH:6][CH:7]=4)[CH2:15]3)[CH2:16][CH2:17]2)=[CH:24][C:23]=1[O:30][C:31]([F:32])([F:34])[F:33]. (5) The product is: [NH:1]1[C:5]2[CH:6]=[CH:7][C:8]([CH2:10][OH:11])=[CH:9][C:4]=2[N:3]=[CH:2]1. Given the reactants [NH:1]1[C:5]2[CH:6]=[CH:7][C:8]([C:10](O)=[O:11])=[CH:9][C:4]=2[N:3]=[CH:2]1.[H-].[Al+3].[Li+].[H-].[H-].[H-], predict the reaction product. (6) Given the reactants Cl[C:2]1[C:3]2[CH2:12][CH2:11][N:10]([C:13]3[CH:18]=[CH:17][C:16]([Cl:19])=[CH:15][CH:14]=3)[C:4]=2[N:5]=[C:6]([C:8]#[N:9])[N:7]=1.[NH:20]1[CH2:27][CH2:26][CH2:25][C@H:21]1[C:22]([NH2:24])=[O:23].C(N(CC)C(C)C)(C)C, predict the reaction product. The product is: [Cl:19][C:16]1[CH:17]=[CH:18][C:13]([N:10]2[C:4]3[N:5]=[C:6]([C:8]#[N:9])[N:7]=[C:2]([N:20]4[CH2:27][CH2:26][CH2:25][C@H:21]4[C:22]([NH2:24])=[O:23])[C:3]=3[CH2:12][CH2:11]2)=[CH:14][CH:15]=1. (7) Given the reactants [CH3:1][O:2][C:3]1[CH:4]=[C:5]([CH:8]=[C:9]([O:11][CH3:12])[CH:10]=1)[CH:6]=O.[OH:13][C:14]1[CH:19]=[CH:18][C:17]([CH2:20][C:21]([OH:23])=[O:22])=[CH:16][CH:15]=1.C(OC(=O)C)(=O)C.Cl, predict the reaction product. The product is: [CH3:1][O:2][C:3]1[CH:4]=[C:5]([CH:6]=[C:20]([C:17]2[CH:18]=[CH:19][C:14]([OH:13])=[CH:15][CH:16]=2)[C:21]([OH:23])=[O:22])[CH:8]=[C:9]([O:11][CH3:12])[CH:10]=1.